Dataset: Catalyst prediction with 721,799 reactions and 888 catalyst types from USPTO. Task: Predict which catalyst facilitates the given reaction. (1) Reactant: C(O[C:4]([C:6]1[CH:7]=[N:8][C:9]2[C:14]([C:15]=1[NH2:16])=[CH:13][CH:12]=[CH:11][CH:10]=2)=[O:5])C.[H-].[Na+].[N-:19]=[C:20]=[O:21].[N-]=C=S. Product: [NH:16]1[C:15]2[C:14]3[CH:13]=[CH:12][CH:11]=[CH:10][C:9]=3[N:8]=[CH:7][C:6]=2[C:4](=[O:5])[NH:19][C:20]1=[O:21]. The catalyst class is: 18. (2) Reactant: C(OC(=O)[NH:7][C:8]1[CH:13]=[CH:12][C:11]([C:14]([F:17])([F:16])[F:15])=[CH:10][C:9]=1[NH:18][C:19](=[O:39])[CH2:20][C:21]([C:23]1[CH:28]=[CH:27][CH:26]=[C:25]([C:29]2[CH:34]=[CH:33][N:32]=[C:31]([CH2:35][CH:36]([CH3:38])[CH3:37])[CH:30]=2)[CH:24]=1)=O)(C)(C)C.C(O)(C(F)(F)F)=O. Product: [CH2:35]([C:31]1[CH:30]=[C:29]([C:25]2[CH:24]=[C:23]([C:21]3[CH2:20][C:19](=[O:39])[NH:18][C:9]4[CH:10]=[C:11]([C:14]([F:16])([F:15])[F:17])[CH:12]=[CH:13][C:8]=4[N:7]=3)[CH:28]=[CH:27][CH:26]=2)[CH:34]=[CH:33][N:32]=1)[CH:36]([CH3:37])[CH3:38]. The catalyst class is: 2. (3) Reactant: [CH:1]([C:3]1[CH:8]=[CH:7][CH:6]=[CH:5][N:4]=1)=[CH2:2].[CH2:9]1[C:17]2[C:12](=[CH:13][CH:14]=[CH:15][CH:16]=2)[CH:11]=[CH:10]1.CC(C)([O-])C.[K+].C(O)(=O)C. Product: [CH2:9]1[C:17]2[C:12](=[CH:13][CH:14]=[CH:15][CH:16]=2)[C:11]([CH2:2][CH2:1][C:3]2[CH:8]=[CH:7][CH:6]=[CH:5][N:4]=2)=[CH:10]1. The catalyst class is: 11. (4) Reactant: [NH2:1][C:2]1[C:3]([N:9]2[CH2:14][CH2:13][N:12]([C:15]([O:17][C:18]([CH3:21])([CH3:20])[CH3:19])=[O:16])[CH2:11][CH2:10]2)=[N:4][CH:5]=[C:6]([Br:8])[N:7]=1.Br[CH2:23][CH:24](OCC)OCC. Product: [Br:8][C:6]1[N:7]2[CH:23]=[CH:24][N:1]=[C:2]2[C:3]([N:9]2[CH2:10][CH2:11][N:12]([C:15]([O:17][C:18]([CH3:21])([CH3:20])[CH3:19])=[O:16])[CH2:13][CH2:14]2)=[N:4][CH:5]=1. The catalyst class is: 41. (5) Reactant: [OH:1][C:2]1[C:7]([OH:8])=[C:6]([OH:9])[CH:5]=[CH:4][C:3]=1[C:10](=[O:12])[CH3:11].Br[CH2:14][CH2:15]Br.C([O-])([O-])=O.[K+].[K+]. Product: [OH:1][C:2]1[C:7]2[O:8][CH2:15][CH2:14][O:9][C:6]=2[CH:5]=[CH:4][C:3]=1[C:10](=[O:12])[CH3:11]. The catalyst class is: 18.